Task: Predict the reactants needed to synthesize the given product.. Dataset: Full USPTO retrosynthesis dataset with 1.9M reactions from patents (1976-2016) (1) Given the product [O:2]1[CH:6]=[CH:5][C:4]([C:7]2[NH:8][CH:9]=[C:10]([C@@H:12]([OH:19])[C@H:13]([OH:18])[C@H:14]([OH:17])[CH2:15][OH:16])[N:11]=2)=[N:3]1, predict the reactants needed to synthesize it. The reactants are: O.[O:2]1[CH:6]=[CH:5][C:4]([C:7]2[NH:8][CH:9]=[C:10]([C@@H:12]([OH:19])[C@H:13]([OH:18])[C@H:14]([OH:17])[CH2:15][OH:16])[N:11]=2)=[N:3]1. (2) Given the product [CH3:7][C:8]1[C:16]2[C:11](=[CH:12][C:13]([NH:17][C:19]3[N:20]=[C:21]([N:28]4[CH2:33][CH2:32][CH:31]([C:34]#[N:35])[CH2:30][CH2:29]4)[C:22]4[O:27][CH:26]=[CH:25][C:23]=4[N:24]=3)=[CH:14][CH:15]=2)[NH:10][N:9]=1, predict the reactants needed to synthesize it. The reactants are: C([O-])([O-])=O.[K+].[K+].[CH3:7][C:8]1[C:16]2[C:11](=[CH:12][C:13]([NH2:17])=[CH:14][CH:15]=2)[NH:10][N:9]=1.Cl[C:19]1[N:20]=[C:21]([N:28]2[CH2:33][CH2:32][CH:31]([C:34]#[N:35])[CH2:30][CH2:29]2)[C:22]2[O:27][CH:26]=[CH:25][C:23]=2[N:24]=1.CC(C1C=C(C(C)C)C(C2C=CC=CC=2P(C2CCCCC2)C2CCCCC2)=C(C(C)C)C=1)C. (3) Given the product [CH3:1][O:2][C:3](=[O:11])[C:4]1[CH:9]=[CH:8][C:7]([NH:10][C:26](=[O:27])[CH2:25][O:24][CH2:17][C:18]2[CH:23]=[CH:22][CH:21]=[CH:20][CH:19]=2)=[CH:6][CH:5]=1, predict the reactants needed to synthesize it. The reactants are: [CH3:1][O:2][C:3](=[O:11])[C:4]1[CH:9]=[CH:8][C:7]([NH2:10])=[CH:6][CH:5]=1.C(=O)(O)[O-].[Na+].[CH2:17]([O:24][CH2:25][C:26](Cl)=[O:27])[C:18]1[CH:23]=[CH:22][CH:21]=[CH:20][CH:19]=1. (4) Given the product [C:1]([NH:15][CH2:16][CH2:17][CH2:18][S:19]([O:22][CH2:23][C:24]([CH3:37])([CH3:36])[C@@H:25]([O:28][CH2:29][C:30]1[CH:31]=[CH:32][CH:33]=[CH:34][CH:35]=1)[CH:26]=[CH2:27])(=[O:20])=[O:21])(=[O:3])[CH3:2], predict the reactants needed to synthesize it. The reactants are: [C:1](OC(=O)C)(=[O:3])[CH3:2].C(N(CC)CC)C.[NH2:15][CH2:16][CH2:17][CH2:18][S:19]([O:22][CH2:23][C:24]([CH3:37])([CH3:36])[C@@H:25]([O:28][CH2:29][C:30]1[CH:35]=[CH:34][CH:33]=[CH:32][CH:31]=1)[CH:26]=[CH2:27])(=[O:21])=[O:20]. (5) Given the product [C:2]([C:6]1[CH:16]=[CH:15][CH:14]=[CH:13][C:7]=1[O:8][CH2:9][CH2:10][N:11]([CH3:12])[C:22]([C:21]1[NH:17][N:18]=[N:19][CH:20]=1)=[O:24])([CH3:5])([CH3:3])[CH3:4], predict the reactants needed to synthesize it. The reactants are: Cl.[C:2]([C:6]1[CH:16]=[CH:15][CH:14]=[CH:13][C:7]=1[O:8][CH2:9][CH2:10][NH:11][CH3:12])([CH3:5])([CH3:4])[CH3:3].[NH:17]1[C:21]([C:22]([OH:24])=O)=[CH:20][N:19]=[N:18]1. (6) Given the product [CH:28]([OH:30])=[O:29].[NH2:20][C:18]1[C:17]([NH:21][C:28](=[O:29])[O:30][CH3:31])=[C:16]([CH3:22])[N:15]=[C:14]([C:7]2[C:8]3[C:9](=[N:10][CH:11]=[CH:12][CH:13]=3)[N:5]([CH2:4][C:3]3[CH:23]=[CH:24][CH:25]=[CH:26][C:2]=3[F:1])[N:6]=2)[N:19]=1, predict the reactants needed to synthesize it. The reactants are: [F:1][C:2]1[CH:26]=[CH:25][CH:24]=[CH:23][C:3]=1[CH2:4][N:5]1[C:9]2=[N:10][CH:11]=[CH:12][CH:13]=[C:8]2[C:7]([C:14]2[N:19]=[C:18]([NH2:20])[C:17]([NH2:21])=[C:16]([CH3:22])[N:15]=2)=[N:6]1.Cl[C:28]([O:30][CH3:31])=[O:29]. (7) Given the product [Cl:1][C:2]1[C:14]([NH:15][CH2:16][C:17]2[CH:22]=[C:21]([C:23]3[CH:28]=[CH:27][CH:26]=[C:25]([F:29])[CH:24]=3)[CH:20]=[CH:19][C:18]=2[F:30])=[C:13]([F:31])[CH:12]=[CH:11][C:3]=1[O:4][CH2:5][C:6]([OH:8])=[O:7], predict the reactants needed to synthesize it. The reactants are: [Cl:1][C:2]1[C:14]([NH:15][CH2:16][C:17]2[CH:22]=[C:21]([C:23]3[CH:28]=[CH:27][CH:26]=[C:25]([F:29])[CH:24]=3)[CH:20]=[CH:19][C:18]=2[F:30])=[C:13]([F:31])[CH:12]=[CH:11][C:3]=1[O:4][CH2:5][C:6]([O:8]CC)=[O:7].[Li+].[OH-]. (8) Given the product [CH3:1][O:2][C:3]([C:5]1[S:6][C:7]([CH2:10][CH2:11][CH2:12][C@H:13]2[CH2:17][CH2:16][C:15]([Br:18])=[C:14]2[C:20]2[CH:21]=[CH:22][C:23]([CH:26]([O:32][CH2:33][C:34]3[CH:39]=[CH:38][C:37]([O:40][CH3:41])=[CH:36][CH:35]=3)[CH2:27][CH2:28][CH2:29][CH2:30][CH3:31])=[CH:24][CH:25]=2)=[CH:8][CH:9]=1)=[O:4], predict the reactants needed to synthesize it. The reactants are: [CH3:1][O:2][C:3]([C:5]1[S:6][C:7]([CH2:10][CH2:11][CH2:12][C@H:13]2[CH2:17][CH2:16][C:15](Br)([Br:18])[C@@H:14]2[C:20]2[CH:25]=[CH:24][C:23]([CH:26]([O:32][CH2:33][C:34]3[CH:39]=[CH:38][C:37]([O:40][CH3:41])=[CH:36][CH:35]=3)[CH2:27][CH2:28][CH2:29][CH2:30][CH3:31])=[CH:22][CH:21]=2)=[CH:8][CH:9]=1)=[O:4].C(N=C(N(C)C)N(C)C)(C)(C)C.Cl. (9) The reactants are: [CH2:1]1[O:9][C:8]2[CH:7]=[CH:6][C:5]([C:10]3[C:19]4[C:14](=[CH:15][C:16]5[O:22][CH2:21][O:20][C:17]=5[CH:18]=4)[C:13](=[O:23])[NH:12][N:11]=3)=[CH:4][C:3]=2[O:2]1.Br.Br[CH2:26][CH2:27][N:28]1[CH:32]=[CH:31][N:30]=[CH:29]1.C([O-])([O-])=O.[K+].[K+].Cl. Given the product [N:28]1([CH2:27][CH2:26][N:12]2[N:11]=[C:10]([C:5]3[CH:6]=[CH:7][C:8]4[O:9][CH2:1][O:2][C:3]=4[CH:4]=3)[C:19]3[C:14](=[CH:15][C:16]4[O:22][CH2:21][O:20][C:17]=4[CH:18]=3)[C:13]2=[O:23])[CH:32]=[CH:31][N:30]=[CH:29]1, predict the reactants needed to synthesize it.